Predict the reactants needed to synthesize the given product. From a dataset of Full USPTO retrosynthesis dataset with 1.9M reactions from patents (1976-2016). (1) Given the product [C:23]([O:22][C:20](=[O:21])[NH:19][C:17]1[CH:18]=[C:13]2[CH:12]=[C:11]([C:27]([C:52]3[CH:53]=[CH:54][C:49]([S:46]([CH3:45])(=[O:48])=[O:47])=[CH:50][CH:51]=3)=[CH:28][CH:29]3[CH2:33][CH2:32][CH2:31][CH2:30]3)[N:10]([S:7]([C:1]3[CH:2]=[CH:3][CH:4]=[CH:5][CH:6]=3)(=[O:8])=[O:9])[C:14]2=[N:15][CH:16]=1)([CH3:26])([CH3:25])[CH3:24], predict the reactants needed to synthesize it. The reactants are: [C:1]1([S:7]([N:10]2[C:14]3=[N:15][CH:16]=[C:17]([NH:19][C:20]([O:22][C:23]([CH3:26])([CH3:25])[CH3:24])=[O:21])[CH:18]=[C:13]3[CH:12]=[C:11]2[C:27](OS(C2C=CC(C)=CC=2)(=O)=O)=[CH:28][CH:29]2[CH2:33][CH2:32][CH2:31][CH2:30]2)(=[O:9])=[O:8])[CH:6]=[CH:5][CH:4]=[CH:3][CH:2]=1.[CH3:45][S:46]([C:49]1[CH:54]=[CH:53][C:52](B(O)O)=[CH:51][CH:50]=1)(=[O:48])=[O:47].C(=O)([O-])[O-].[Na+].[Na+]. (2) Given the product [CH:2]([N:3]1[CH2:4][CH2:5][CH2:6][C:7]1=[O:8])=[CH2:1].[C:21]([O:25][CH:26]([CH2:27][CH3:28])[CH3:11])(=[O:24])[CH:22]=[CH2:23], predict the reactants needed to synthesize it. The reactants are: [CH2:1]=[CH:2][N:3]1[C:7](=[O:8])[CH2:6][CH2:5][CH2:4]1.N(C(C)(C)C#N)=N[C:11](C)(C)C#N.[C:21]([O:25][CH2:26][CH2:27][CH2:28]C)(=[O:24])[CH:22]=[CH2:23].CCCCCC. (3) Given the product [Cl:20][C:7]1[CH:8]=[C:9]2[C:4](=[CH:5][CH:6]=1)[N:3]=[C:2]([N:23]1[CH2:24][CH2:25][CH2:26][CH:22]1[CH3:21])[C:11]([C:12]#[N:13])=[C:10]2[C:14]1[CH:19]=[CH:18][CH:17]=[CH:16][CH:15]=1, predict the reactants needed to synthesize it. The reactants are: Cl[C:2]1[C:11]([C:12]#[N:13])=[C:10]([C:14]2[CH:19]=[CH:18][CH:17]=[CH:16][CH:15]=2)[C:9]2[C:4](=[CH:5][CH:6]=[C:7]([Cl:20])[CH:8]=2)[N:3]=1.[CH3:21][CH:22]1[CH2:26][CH2:25][CH2:24][NH:23]1. (4) Given the product [CH:20]([C@H:21]1[CH2:25][CH2:24][C:23](=[O:26])[N:22]1[CH2:27][CH2:28][CH2:29][C:30]1[S:34][C:33]([C:35]([O:37][CH3:38])=[O:36])=[CH:32][CH:31]=1)=[O:19], predict the reactants needed to synthesize it. The reactants are: C([C@H]1CCC(=O)N1CCCCCCC(OC)=O)=O.[OH:19][CH2:20][C@H:21]1[CH2:25][CH2:24][C:23](=[O:26])[N:22]1[CH2:27][CH2:28][CH2:29][C:30]1[S:34][C:33]([C:35]([O:37][CH3:38])=[O:36])=[CH:32][CH:31]=1.ClCCl. (5) Given the product [C:4]([Si:1]([O:8][CH2:9][C:10]([F:13])([F:14])[CH2:11][O:12][CH3:17])([CH3:3])[CH3:2])([CH3:7])([CH3:6])[CH3:5], predict the reactants needed to synthesize it. The reactants are: [Si:1]([O:8][CH2:9][C:10]([F:14])([F:13])[CH2:11][OH:12])([C:4]([CH3:7])([CH3:6])[CH3:5])([CH3:3])[CH3:2].[H-].[Na+].[CH3:17]I. (6) Given the product [N:18]([C:16]1[CH:15]=[CH:14][CH:13]=[CH:12][CH:17]=1)=[N:19][C:20]1[CH:21]=[CH:22][CH:23]=[CH:24][CH:25]=1, predict the reactants needed to synthesize it. The reactants are: OC1C=CC=C2C=1N=CC=C2.[CH:12]1[CH:17]=[C:16]([NH:18]/[N:19]=[C:20]2\[CH:21]=[CH:22][CH:23]=[CH:24][C:25]\2=O)[C:15](O)=[CH:14][CH:13]=1.[Al+3].[Cl-].[Cl-].[Cl-].N1CCCCC1.[Al](Cl)(Cl)Cl.O.O.O.O.O.O. (7) Given the product [CH2:1]([N:8]1[CH2:9][CH2:10][C:11]([CH2:20][N:21]2[CH2:28][CH2:27][N:23]([CH3:22])[CH2:24][CH2:25]2)([C:14]2[CH:19]=[CH:18][CH:17]=[CH:16][CH:15]=2)[CH2:12][CH2:13]1)[C:2]1[CH:3]=[CH:4][CH:5]=[CH:6][CH:7]=1, predict the reactants needed to synthesize it. The reactants are: [CH2:1]([N:8]1[CH2:13][CH2:12][C:11]([CH2:20][NH2:21])([C:14]2[CH:19]=[CH:18][CH:17]=[CH:16][CH:15]=2)[CH2:10][CH2:9]1)[C:2]1[CH:7]=[CH:6][CH:5]=[CH:4][CH:3]=1.[CH3:22][N:23]([CH2:27][CH2:28]Cl)[CH2:24][CH2:25]Cl.Cl.CCN(C(C)C)C(C)C.